This data is from Forward reaction prediction with 1.9M reactions from USPTO patents (1976-2016). The task is: Predict the product of the given reaction. (1) Given the reactants [Si:1]([O:18][C@@H:19]([CH3:25])[CH2:20][C:21](OC)=[O:22])([C:14]([CH3:17])([CH3:16])[CH3:15])([C:8]1[CH:13]=[CH:12][CH:11]=[CH:10][CH:9]=1)[C:2]1[CH:7]=[CH:6][CH:5]=[CH:4][CH:3]=1.CC(C[AlH]CC(C)C)C.[NH4+].[Cl-].[O-]S([O-])(=O)=O.[Mg+2], predict the reaction product. The product is: [Si:1]([O:18][C@@H:19]([CH3:25])[CH2:20][CH:21]=[O:22])([C:14]([CH3:16])([CH3:17])[CH3:15])([C:8]1[CH:9]=[CH:10][CH:11]=[CH:12][CH:13]=1)[C:2]1[CH:3]=[CH:4][CH:5]=[CH:6][CH:7]=1. (2) Given the reactants [Br:1][C:2]1[CH:3]=[C:4]2[C:8](=[CH:9][CH:10]=1)[NH:7][CH:6]=[CH:5]2.[C:11]1([CH2:17][CH2:18][C:19](N2C3C=CC=CC=3N=N2)=[O:20])[CH:16]=[CH:15][CH:14]=[CH:13][CH:12]=1, predict the reaction product. The product is: [Br:1][C:2]1[CH:3]=[C:4]2[C:8](=[CH:9][CH:10]=1)[NH:7][CH:6]=[C:5]2[C:19](=[O:20])[CH2:18][CH2:17][C:11]1[CH:16]=[CH:15][CH:14]=[CH:13][CH:12]=1.